Dataset: Forward reaction prediction with 1.9M reactions from USPTO patents (1976-2016). Task: Predict the product of the given reaction. (1) Given the reactants [NH2:1][CH2:2][CH2:3][NH:4][C:5]1[CH:10]=[C:9]([C:11]2[CH:16]=[CH:15][CH:14]=[C:13]([CH3:17])[C:12]=2[CH3:18])[N:8]=[C:7]([NH2:19])[N:6]=1.[Cl:20][C:21]1[N:22]=[N:23][C:24](Cl)=[CH:25][CH:26]=1, predict the reaction product. The product is: [Cl:20][C:21]1[N:22]=[N:23][C:24]([NH:1][CH2:2][CH2:3][NH:4][C:5]2[CH:10]=[C:9]([C:11]3[CH:16]=[CH:15][CH:14]=[C:13]([CH3:17])[C:12]=3[CH3:18])[N:8]=[C:7]([NH2:19])[N:6]=2)=[CH:25][CH:26]=1. (2) Given the reactants [OH:1][C:2]1[CH:11]=[C:10]2[C:5]([C:6](=[O:14])[CH:7]([CH3:13])[CH:8]([CH3:12])[O:9]2)=[C:4]2[O:15][C:16](=[O:22])[CH:17]=[C:18]([CH2:19][CH2:20][CH3:21])[C:3]=12.[Cl-].[Ce+3].[Cl-].[Cl-].[BH4-].[Na+], predict the reaction product. The product is: [OH:1][C:2]1[CH:11]=[C:10]2[C:5]([CH:6]([OH:14])[CH:7]([CH3:13])[CH:8]([CH3:12])[O:9]2)=[C:4]2[O:15][C:16](=[O:22])[CH:17]=[C:18]([CH2:19][CH2:20][CH3:21])[C:3]=12.